This data is from Full USPTO retrosynthesis dataset with 1.9M reactions from patents (1976-2016). The task is: Predict the reactants needed to synthesize the given product. (1) Given the product [CH2:25]([NH:1][CH2:2][C:3]([C:6]1[CH:7]=[CH:8][C:9]([NH:12][C:13](=[O:24])[C:14]2[CH:19]=[CH:18][C:17]([O:20][CH3:21])=[C:16]([O:22][CH3:23])[CH:15]=2)=[CH:10][CH:11]=1)([CH3:5])[CH3:4])[C:26]1[CH:31]=[CH:30][CH:29]=[CH:28][CH:27]=1, predict the reactants needed to synthesize it. The reactants are: [NH2:1][CH2:2][C:3]([C:6]1[CH:11]=[CH:10][C:9]([NH:12][C:13](=[O:24])[C:14]2[CH:19]=[CH:18][C:17]([O:20][CH3:21])=[C:16]([O:22][CH3:23])[CH:15]=2)=[CH:8][CH:7]=1)([CH3:5])[CH3:4].[CH:25](=O)[C:26]1[CH:31]=[CH:30][CH:29]=[CH:28][CH:27]=1.[BH4-].[Na+]. (2) Given the product [F:13][C:12]([F:15])([F:14])[C:9]([OH:10])([CH2:7][O:8][CH3:16])[CH:22]=[O:23], predict the reactants needed to synthesize it. The reactants are: C1([C:7]([C:9]2([C:12]([F:15])([F:14])[F:13])C[O:10]2)=[O:8])C=CC=CC=1.[C:16](=O)([O-])[O-].[Cs+].[Cs+].[CH3:22][OH:23].